Dataset: Full USPTO retrosynthesis dataset with 1.9M reactions from patents (1976-2016). Task: Predict the reactants needed to synthesize the given product. (1) Given the product [CH2:24]([O:26][C:27]1[CH:36]=[CH:35][C:34]2[C:29](=[CH:30][CH:31]=[CH:32][CH:33]=2)[C:28]=1[C:37]([NH:22][CH:10]([CH2:11][C:12]1[CH:17]=[CH:16][C:15]([C:18]([F:21])([F:20])[F:19])=[CH:14][CH:13]=1)[C:9]([C:6]1[CH:5]=[CH:4][C:3]([F:2])=[CH:8][CH:7]=1)=[O:23])=[O:38])[CH3:25], predict the reactants needed to synthesize it. The reactants are: Cl.[F:2][C:3]1[CH:8]=[CH:7][C:6]([C:9](=[O:23])[CH:10]([NH2:22])[CH2:11][C:12]2[CH:17]=[CH:16][C:15]([C:18]([F:21])([F:20])[F:19])=[CH:14][CH:13]=2)=[CH:5][CH:4]=1.[CH2:24]([O:26][C:27]1[CH:36]=[CH:35][C:34]2[C:29](=[CH:30][CH:31]=[CH:32][CH:33]=2)[C:28]=1[C:37](O)=[O:38])[CH3:25].Cl.C(N=C=NCCCN(C)C)C.ON1C2C=CC=CC=2N=N1.C1CCN2C(=NCCC2)CC1.Cl. (2) The reactants are: O[CH2:2][CH2:3][C:4]1[CH:11]=[CH:10][C:7]([C:8]#[N:9])=[CH:6][CH:5]=1.[C:12]1(=[O:22])[NH:16][C:15](=[O:17])[C:14]2=[CH:18][CH:19]=[CH:20][CH:21]=[C:13]12.C1(P(C2C=CC=CC=2)C2C=CC=CC=2)C=CC=CC=1.N(C(OCC)=O)=NC(OCC)=O. Given the product [O:17]=[C:15]1[C:14]2[C:13](=[CH:21][CH:20]=[CH:19][CH:18]=2)[C:12](=[O:22])[N:16]1[CH2:2][CH2:3][C:4]1[CH:11]=[CH:10][C:7]([C:8]#[N:9])=[CH:6][CH:5]=1, predict the reactants needed to synthesize it. (3) Given the product [CH:53]1([CH2:16][O:15][C:13]2[CH:12]=[C:8]([CH:7]=[C:6]([O:66][CH3:65])[CH:14]=2)[C:9]([NH:17][CH:18]([CH:20]2[CH2:21][CH2:22][N:23]([C:26]([O:28][C:29]([CH3:31])([CH3:30])[CH3:32])=[O:27])[CH2:24][CH2:25]2)[CH3:19])=[O:11])[CH2:54][CH2:49]1, predict the reactants needed to synthesize it. The reactants are: C1(CC[C:6]2[CH:7]=[C:8]([CH:12]=[C:13]([O:15][CH3:16])[CH:14]=2)[C:9]([OH:11])=O)CC1.[NH2:17][CH:18]([CH:20]1[CH2:25][CH2:24][N:23]([C:26]([O:28][C:29]([CH3:32])([CH3:31])[CH3:30])=[O:27])[CH2:22][CH2:21]1)[CH3:19].C(N(CC)CC)C.CN(C(ON1N=NC2C=C[CH:53]=[CH:54][C:49]1=2)=[N+](C)C)C.[B-](F)(F)(F)F.CN([CH:65]=[O:66])C. (4) Given the product [CH3:33][C:14]1[C:13]([NH:12][C:9]([CH3:11])([CH3:10])[CH2:8][NH:7][CH2:2][CH2:1][S:3]([CH3:6])(=[O:5])=[O:4])=[N:22][C:21]2[C:16](=[CH:17][CH:18]=[CH:19][C:20]=2[C:23]2[NH:31][C:30]3[CH2:29][CH2:28][NH:27][C:26](=[O:32])[C:25]=3[CH:24]=2)[N:15]=1, predict the reactants needed to synthesize it. The reactants are: [CH:1]([S:3]([CH3:6])(=[O:5])=[O:4])=[CH2:2].[NH2:7][CH2:8][C:9]([NH:12][C:13]1[C:14]([CH3:33])=[N:15][C:16]2[C:21]([N:22]=1)=[C:20]([C:23]1[NH:31][C:30]3[CH2:29][CH2:28][NH:27][C:26](=[O:32])[C:25]=3[CH:24]=1)[CH:19]=[CH:18][CH:17]=2)([CH3:11])[CH3:10].